Dataset: Full USPTO retrosynthesis dataset with 1.9M reactions from patents (1976-2016). Task: Predict the reactants needed to synthesize the given product. (1) Given the product [CH3:10][O:9][C:6]1[N:5]=[C:4]([O:11][CH3:12])[C:3]([N:1]2[C:19]([CH:20]([CH3:21])[CH3:22])=[CH:18][C:17]([C:16]([O:15][CH2:13][CH3:14])=[O:25])=[N:2]2)=[CH:8][N:7]=1, predict the reactants needed to synthesize it. The reactants are: [NH:1]([C:3]1[C:4]([O:11][CH3:12])=[N:5][C:6]([O:9][CH3:10])=[N:7][CH:8]=1)[NH2:2].[CH2:13]([O:15][C:16](=[O:25])[C:17](=O)[CH2:18][C:19](=O)[CH:20]([CH3:22])[CH3:21])[CH3:14]. (2) The reactants are: C[C@@]12[C@H:20]3[C@@H:19]([OH:24])C[C@]4(C)[C@@:19]([OH:24])([C:20]([CH2:22]O)=O)CC[C@H]4[C@@H:22]3CCC1=CC(=O)CC2.C(C[NH2:30])O.[NH2:31][C@H:32]([C:51]([OH:53])=O)[CH2:33]C1C=C(I)C(OC2C=CC(O)=C(I)C=2)=C(I)C=1.[Se].O=C1O[C@H]([C@H](CO)O)C(O)=C1O.N1CCC[C@H]1C(O)=O.[NH2:75][CH2:76][C:77]([OH:79])=[O:78]. Given the product [CH3:33][C@H:32]([NH2:31])[C:51]([NH:75][C@H:76]([C:77]([OH:79])=[O:78])[CH2:22][CH2:20][C:19]([NH2:30])=[O:24])=[O:53], predict the reactants needed to synthesize it. (3) Given the product [Cl:31][C:32]1[CH:39]=[CH:38][C:35]([CH:36]([OH:37])[CH2:6][C:7]2[N:8]([C:12]([C:13]3[CH:18]=[CH:17][CH:16]=[CH:15][CH:14]=3)([C:19]3[CH:20]=[CH:21][CH:22]=[CH:23][CH:24]=3)[C:25]3[CH:30]=[CH:29][CH:28]=[CH:27][CH:26]=3)[CH:9]=[CH:10][N:11]=2)=[CH:34][CH:33]=1, predict the reactants needed to synthesize it. The reactants are: C([Li])CCC.[CH3:6][C:7]1[N:8]([C:12]([C:25]2[CH:30]=[CH:29][CH:28]=[CH:27][CH:26]=2)([C:19]2[CH:24]=[CH:23][CH:22]=[CH:21][CH:20]=2)[C:13]2[CH:18]=[CH:17][CH:16]=[CH:15][CH:14]=2)[CH:9]=[CH:10][N:11]=1.[Cl:31][C:32]1[CH:39]=[CH:38][C:35]([CH:36]=[O:37])=[CH:34][CH:33]=1. (4) Given the product [O:1]1[C:5]([C:6]2[CH:13]=[CH:12][C:9](/[CH:10]=[CH:22]/[CH:23]=[O:24])=[CH:8][CH:7]=2)=[N:4][CH:3]=[N:2]1, predict the reactants needed to synthesize it. The reactants are: [O:1]1[C:5]([C:6]2[CH:13]=[CH:12][C:9]([CH:10]=O)=[CH:8][CH:7]=2)=[N:4][CH:3]=[N:2]1.N1(C2C=C[C:22]([CH:23]=[O:24])=CC=2)C=CC=N1. (5) Given the product [CH3:23][C:19]1[CH:20]=[CH:21][CH:22]=[C:4]([CH3:3])[C:5]=1[CH2:6][O:7][C:8]1[CH:9]=[C:10]([CH:16]=[CH:17][CH:18]=1)[C:11]([OH:13])=[O:12], predict the reactants needed to synthesize it. The reactants are: [OH-].[Na+].[CH3:3][C:4]1[CH:22]=[CH:21][CH:20]=[C:19]([CH3:23])[C:5]=1[CH2:6][O:7][C:8]1[CH:9]=[C:10]([CH:16]=[CH:17][CH:18]=1)[C:11]([O:13]CC)=[O:12].Cl. (6) Given the product [CH3:13][C:8]1([C:11]#[N:12])[CH2:7][CH2:6][C:5](=[O:1])[CH2:10][CH2:9]1, predict the reactants needed to synthesize it. The reactants are: [O:1]1[C:5]2([CH2:10][CH2:9][CH:8]([C:11]#[N:12])[CH2:7][CH2:6]2)OCC1.[CH3:13][Si]([N-][Si](C)(C)C)(C)C.[Li+].IC.Cl.[OH-].[Na+]. (7) Given the product [CH3:21][C:14]1[C:15]([NH2:18])=[CH:16][CH:17]=[C:12]([N:9]2[CH2:10][CH2:11][C@H:7]([N:3]3[CH2:4][CH2:5][CH2:6][C@@H:2]3[CH3:1])[CH2:8]2)[N:13]=1, predict the reactants needed to synthesize it. The reactants are: [CH3:1][C@H:2]1[CH2:6][CH2:5][CH2:4][N:3]1[C@H:7]1[CH2:11][CH2:10][N:9]([C:12]2[CH:17]=[CH:16][C:15]([N+:18]([O-])=O)=[C:14]([CH3:21])[N:13]=2)[CH2:8]1.